Dataset: hERG potassium channel inhibition data for cardiac toxicity prediction from Karim et al.. Task: Regression/Classification. Given a drug SMILES string, predict its toxicity properties. Task type varies by dataset: regression for continuous values (e.g., LD50, hERG inhibition percentage) or binary classification for toxic/non-toxic outcomes (e.g., AMES mutagenicity, cardiotoxicity, hepatotoxicity). Dataset: herg_karim. The molecule is Cn1nc(NCC(=O)NC2CN([C@H]3CC[C@@H](c4nccs4)CC3)C2)c2cc(C(F)(F)F)ccc21. The result is 0 (non-blocker).